From a dataset of Peptide-MHC class I binding affinity with 185,985 pairs from IEDB/IMGT. Regression. Given a peptide amino acid sequence and an MHC pseudo amino acid sequence, predict their binding affinity value. This is MHC class I binding data. (1) The peptide sequence is KTKHLCRL. The MHC is Mamu-B08 with pseudo-sequence Mamu-B08. The binding affinity (normalized) is 0.0365. (2) The peptide sequence is FLGKIWPSYK. The MHC is HLA-B27:05 with pseudo-sequence HLA-B27:05. The binding affinity (normalized) is 0.0348. (3) The peptide sequence is LAKVVSQL. The MHC is H-2-Db with pseudo-sequence H-2-Db. The binding affinity (normalized) is 0.